This data is from Forward reaction prediction with 1.9M reactions from USPTO patents (1976-2016). The task is: Predict the product of the given reaction. (1) Given the reactants [NH2:1][CH2:2][C@H:3]1[CH2:7][C@@H:6]([CH2:8][C:9]2[CH:14]=[CH:13][C:12]([Cl:15])=[C:11]([Cl:16])[CH:10]=2)[CH2:5][N:4]1[CH3:17].C1(C2C=NC(CC(O)=[S:32])=NC=2)C=CC=CC=1.C[CH2:35][N:36]=[C:37]=[N:38][CH2:39][CH2:40][CH2:41]N(C)C.C1[CH:46]=[CH:47][C:48]2N(O)N=N[C:49]=2[CH:50]=1.[CH3:55][CH2:56][O:57]C(C)=O, predict the reaction product. The product is: [ClH:15].[Cl:16][C:11]1[CH:10]=[C:9]([CH:14]=[CH:13][C:12]=1[Cl:15])[CH2:8][C@H:6]1[CH2:5][N:4]([CH3:17])[C@@H:3]([CH2:2][NH:1][C:56](=[O:57])[CH2:55][S:32][C:37]2[N:36]=[CH:35][C:40]([C:41]3[CH:46]=[CH:47][CH:48]=[CH:49][CH:50]=3)=[CH:39][N:38]=2)[CH2:7]1. (2) Given the reactants [OH:1][NH:2][C:3]1[CH:13]=[CH:12][CH:11]=[CH:10][C:4]=1[C:5]([O:7][CH2:8][CH3:9])=[O:6].Cl[CH2:15][C:16]1[S:17][C:18]2[CH:24]=[CH:23][CH:22]=[CH:21][C:19]=2[N:20]=1, predict the reaction product. The product is: [S:17]1[C:18]2[CH:24]=[CH:23][CH:22]=[CH:21][C:19]=2[N:20]=[C:16]1[CH2:15][O:1][NH:2][C:3]1[CH:13]=[CH:12][CH:11]=[CH:10][C:4]=1[C:5]([O:7][CH2:8][CH3:9])=[O:6]. (3) Given the reactants [CH3:1][S:2]([O:5][C:6]1[CH:11]=[CH:10][CH:9]=[C:8]([C:12]2[O:13][C:14]([CH3:19])=[C:15]([CH2:17]Cl)[N:16]=2)[CH:7]=1)(=[O:4])=[O:3].C(=O)([O-])[O-].[K+].[K+].[O:26]=[CH:27][C:28]1[CH:36]=[CH:35][C:33]([OH:34])=[C:30]([O:31][CH3:32])[CH:29]=1.CN(C)C=O, predict the reaction product. The product is: [CH3:1][S:2]([O:5][C:6]1[CH:11]=[CH:10][CH:9]=[C:8]([C:12]2[O:13][C:14]([CH3:19])=[C:15]([CH2:17][O:34][C:33]3[CH:35]=[CH:36][C:28]([CH:27]=[O:26])=[CH:29][C:30]=3[O:31][CH3:32])[N:16]=2)[CH:7]=1)(=[O:4])=[O:3]. (4) Given the reactants Br[C:2]1[CH:3]=[CH:4][C:5]([C:16]([CH3:19])([CH3:18])[CH3:17])=[C:6]([O:8][C:9]2[CH:14]=[CH:13][C:12]([CH3:15])=[CH:11][CH:10]=2)[CH:7]=1.[CH3:20][Si:21]([C:24]#[CH:25])([CH3:23])[CH3:22], predict the reaction product. The product is: [C:16]([C:5]1[CH:4]=[CH:3][C:2]([C:25]#[C:24][Si:21]([CH3:23])([CH3:22])[CH3:20])=[CH:7][C:6]=1[O:8][C:9]1[CH:14]=[CH:13][C:12]([CH3:15])=[CH:11][CH:10]=1)([CH3:19])([CH3:18])[CH3:17].